Dataset: Reaction yield outcomes from USPTO patents with 853,638 reactions. Task: Predict the reaction yield, written as a fraction of the theoretical maximum amount of product (1.0 means a 100% yield; for example, 0.34 means a 34% yield). (1) The product is [Br:12][CH2:13][C:14]1[CH:19]=[CH:18][CH:17]=[CH:16][C:15]=1[C:20](=[CH:21][OH:22])[C:1]([O:3][CH3:4])=[O:2]. The catalyst is [Ti](Cl)(Cl)(Cl)Cl.O.C(O)(=O)C. The yield is 0.940. The reactants are [CH:1]([O:3][CH3:4])=[O:2].ClC1C=CC=CC=1.[Br:12][CH2:13][C:14]1[CH:19]=[CH:18][CH:17]=[CH:16][C:15]=1[CH2:20][C:21](OC)=[O:22].C(N(CC)CC)C. (2) The reactants are [C:1]1([CH2:11]O)[C:10]2[C:5](=[CH:6][CH:7]=[CH:8][CH:9]=2)[CH:4]=[CH:3][CH:2]=1.N1C=CC=CC=1.P(Br)(Br)[Br:20]. The catalyst is C1(C)C=CC=CC=1. The product is [Br:20][CH2:11][C:1]1[C:10]2[C:5](=[CH:6][CH:7]=[CH:8][CH:9]=2)[CH:4]=[CH:3][CH:2]=1. The yield is 0.530. (3) The reactants are [CH2:1]([O:3][C:4](=[O:35])[CH2:5][C:6]1([NH:17][C:18]([NH:20][C:21]2[CH:26]=[CH:25][C:24]([CH2:27][CH2:28][CH2:29][CH2:30][CH2:31][CH2:32][CH2:33][CH3:34])=[CH:23][CH:22]=2)=[O:19])[CH2:9][N:8](C(OCCCC)=O)[CH2:7]1)[CH3:2].FC(F)(F)C(O)=O. The catalyst is C(Cl)Cl. The product is [CH2:27]([C:24]1[CH:23]=[CH:22][C:21]([NH:20][C:18](=[O:19])[NH:17][C:6]2([CH2:5][C:4]([O:3][CH2:1][CH3:2])=[O:35])[CH2:9][NH:8][CH2:7]2)=[CH:26][CH:25]=1)[CH2:28][CH2:29][CH2:30][CH2:31][CH2:32][CH2:33][CH3:34]. The yield is 0.650. (4) The reactants are C(N(CC)CC)C.[C:8](Cl)(=[O:10])[CH3:9].[CH3:12][O:13][C:14]1[CH:15]=[C:16]2[C:21](=[CH:22][C:23]=1[O:24][CH3:25])[N:20]=[CH:19][CH:18]=[C:17]2[O:26][C:27]1[CH:32]=[CH:31][C:30]([N:33]2[CH:38]=[CH:37][C:36]([CH:39]([OH:46])[C:40]3[CH:45]=[CH:44][CH:43]=[CH:42][CH:41]=3)=[CH:35][C:34]2=[O:47])=[CH:29][C:28]=1[F:48].O. The catalyst is C(Cl)Cl.C(OCC)(=O)C. The product is [C:8]([O:46][CH:39]([C:36]1[CH:37]=[CH:38][N:33]([C:30]2[CH:31]=[CH:32][C:27]([O:26][C:17]3[C:16]4[C:21](=[CH:22][C:23]([O:24][CH3:25])=[C:14]([O:13][CH3:12])[CH:15]=4)[N:20]=[CH:19][CH:18]=3)=[C:28]([F:48])[CH:29]=2)[C:34](=[O:47])[CH:35]=1)[C:40]1[CH:45]=[CH:44][CH:43]=[CH:42][CH:41]=1)(=[O:10])[CH3:9]. The yield is 0.430.